From a dataset of Catalyst prediction with 721,799 reactions and 888 catalyst types from USPTO. Predict which catalyst facilitates the given reaction. Reactant: C[O:2][C:3]([C:5]1([CH3:11])[CH2:10][CH2:9][O:8][CH2:7][CH2:6]1)=[O:4].[OH-].[Li+]. Product: [CH3:11][C:5]1([C:3]([OH:4])=[O:2])[CH2:10][CH2:9][O:8][CH2:7][CH2:6]1. The catalyst class is: 30.